Predict the reaction yield, written as a fraction of the theoretical maximum amount of product (1.0 means a 100% yield; for example, 0.34 means a 34% yield). From a dataset of Reaction yield outcomes from USPTO patents with 853,638 reactions. (1) The reactants are [Cl:1][C:2]1[CH:3]=[C:4]([N:8]([CH3:16])[C:9]2[CH:14]=[CH:13][NH:12][C:11](=O)[N:10]=2)[CH:5]=[CH:6][CH:7]=1.P(Cl)(Cl)([Cl:19])=O. The catalyst is CN(C=O)C. The product is [Cl:19][C:11]1[N:10]=[C:9]([N:8]([C:4]2[CH:5]=[CH:6][CH:7]=[C:2]([Cl:1])[CH:3]=2)[CH3:16])[CH:14]=[CH:13][N:12]=1. The yield is 0.770. (2) The reactants are [F:1][C:2]1[CH:7]=[C:6]([C:8]([F:11])([F:10])[F:9])[CH:5]=[CH:4][C:3]=1[C:12]1[O:16][CH:15]=[N:14][CH:13]=1.C[Si]([N-][Si](C)(C)C)(C)C.[Li+].[Br:27]Br.[O-]S([O-])=O.[Na+].[Na+]. The catalyst is O1CCCC1.CN1CCCN(C)C1=O.CCOCC. The product is [Br:27][C:13]1[N:14]=[CH:15][O:16][C:12]=1[C:3]1[CH:4]=[CH:5][C:6]([C:8]([F:11])([F:9])[F:10])=[CH:7][C:2]=1[F:1]. The yield is 0.530. (3) The reactants are [CH:1]1([NH:6][C:7]2[N:12]3[N:13]=[C:14]([C:23]4[CH:28]=[CH:27][C:26]([F:29])=[CH:25][CH:24]=4)[C:15]([C:16](=O)[CH:17]=[CH:18]N(C)C)=[C:11]3[CH:10]=[CH:9][N:8]=2)[CH2:5][CH2:4][CH2:3][CH2:2]1.Cl.[CH:31]1([NH:36][C:37]([NH2:39])=[NH:38])[CH2:35][CH2:34][CH2:33][CH2:32]1.C(=O)([O-])[O-].[K+].[K+]. The catalyst is CN(C)C=O. The product is [CH:31]1([NH:36][C:37]2[N:39]3[N:13]=[C:14]([C:23]4[CH:24]=[CH:25][C:26]([F:29])=[CH:27][CH:28]=4)[C:15]([C:11]4[CH:10]=[CH:9][N:8]=[C:7]([NH:6][CH:1]5[CH2:5][CH2:4][CH2:3][CH2:2]5)[N:12]=4)=[C:16]3[CH:17]=[CH:18][N:38]=2)[CH2:35][CH2:34][CH2:33][CH2:32]1. The yield is 0.750. (4) The reactants are Cl.Cl.[F:3][C:4]1[CH:9]=[C:8]([C:10]#[N:11])[CH:7]=[CH:6][C:5]=1[C:12]1[CH:17]=[CH:16][C:15]([O:18][C:19]([F:22])([F:21])[F:20])=[C:14]([CH2:23][NH:24][C@H:25]2[CH2:30][CH2:29][NH:28][CH2:27][C@H:26]2[C:31]2[CH:36]=[CH:35][CH:34]=[CH:33][CH:32]=2)[CH:13]=1.[C:37]([N:44]1[CH2:49][CH2:48][CH2:47][CH2:46][C:45]1=O)([O:39][C:40]([CH3:43])([CH3:42])[CH3:41])=[O:38].C(O)(=O)C.[BH-](OC(C)=O)(OC(C)=O)OC(C)=O.[Na+]. The catalyst is CN(C=O)C.C1COCC1. The product is [C:10]([C:8]1[CH:7]=[CH:6][C:5]([C:12]2[CH:17]=[CH:16][C:15]([O:18][C:19]([F:21])([F:22])[F:20])=[C:14]([CH2:23][NH:24][C@H:25]3[CH2:30][CH2:29][N:28]([CH:47]4[CH2:48][CH2:49][N:44]([C:37]([O:39][C:40]([CH3:43])([CH3:42])[CH3:41])=[O:38])[CH2:45][CH2:46]4)[CH2:27][C@H:26]3[C:31]3[CH:32]=[CH:33][CH:34]=[CH:35][CH:36]=3)[CH:13]=2)=[C:4]([F:3])[CH:9]=1)#[N:11]. The yield is 0.800. (5) The reactants are [CH2:1]([O:3][C:4](=[O:17])[CH:5]([OH:16])[C:6]1[CH:11]=[CH:10][C:9]([C:12]([F:15])([F:14])[F:13])=[CH:8][CH:7]=1)[CH3:2].CCN(C(C)C)C(C)C.[CH3:27][S:28](Cl)(=[O:30])=[O:29]. The catalyst is C(Cl)Cl. The product is [CH2:1]([O:3][C:4](=[O:17])[CH:5]([O:16][S:28]([CH3:27])(=[O:30])=[O:29])[C:6]1[CH:7]=[CH:8][C:9]([C:12]([F:13])([F:14])[F:15])=[CH:10][CH:11]=1)[CH3:2]. The yield is 1.00. (6) The reactants are [CH3:1][C:2]1[CH:11]=[CH:10][C:9]2[C:4](=[C:5]([N+:13]([O-])=O)[CH:6]=[CH:7][C:8]=2[CH3:12])[N:3]=1. The catalyst is C(O)C.[Ni]. The product is [CH3:1][C:2]1[CH:11]=[CH:10][C:9]2[C:4](=[C:5]([NH2:13])[CH:6]=[CH:7][C:8]=2[CH3:12])[N:3]=1. The yield is 0.880. (7) The reactants are [CH2:1]([C:6]1([C:11]([OH:13])=[O:12])[CH2:10][CH2:9][CH2:8][CH2:7]1)[CH2:2][CH2:3][CH2:4][CH3:5].[CH3:14][Li].O. The catalyst is O1CCCC1. The product is [CH2:1]([C:6]1([C:11]([O:13][CH3:14])=[O:12])[CH2:7][CH2:8][CH2:9][CH2:10]1)[CH2:2][CH2:3][CH2:4][CH3:5]. The yield is 0.200. (8) The reactants are [NH2:1][CH2:2][CH2:3][C:4]([O:6][CH3:7])=[O:5].[F:8][C:9]([F:25])([F:24])[C:10]1[O:14][N:13]=[C:12]([C:15]2[CH:16]=[C:17]([CH:21]=[CH:22][CH:23]=2)[C:18](O)=[O:19])[N:11]=1. No catalyst specified. The product is [F:24][C:9]([F:8])([F:25])[C:10]1[O:14][N:13]=[C:12]([C:15]2[CH:16]=[C:17]([CH:21]=[CH:22][CH:23]=2)[C:18]([NH:1][CH2:2][CH2:3][C:4]([O:6][CH3:7])=[O:5])=[O:19])[N:11]=1. The yield is 0.750. (9) The reactants are CC1[CH:6]=[C:5]([N:7]2[CH2:11][CH2:10][N:9](CCOC3C=CC=CC=3)C2=O)[S:4][C:3]=1C(O)=O.[F:25][C:26]1[CH:47]=[CH:46][C:29]([CH2:30][N:31]2[CH2:35][CH2:34][N:33]([C:36]3[S:40][C:39]([C:41](O)=[O:42])=[C:38]([CH3:44])[CH:37]=3)[C:32]2=[O:45])=[CH:28][CH:27]=1.Cl.Cl.CC1SC=C(CN)N=1. No catalyst specified. The product is [F:25][C:26]1[CH:27]=[CH:28][C:29]([CH2:30][N:31]2[CH2:35][CH2:34][N:33]([C:36]3[S:40][C:39]([C:41]([NH:9][CH2:10][C:11]4[N:7]=[C:5]([CH3:6])[S:4][CH:3]=4)=[O:42])=[C:38]([CH3:44])[CH:37]=3)[C:32]2=[O:45])=[CH:46][CH:47]=1. The yield is 0.710.